From a dataset of Forward reaction prediction with 1.9M reactions from USPTO patents (1976-2016). Predict the product of the given reaction. (1) Given the reactants [CH2:1]([O:3][C:4](=[O:17])[CH2:5][C:6]1[N:16]=[CH:15][CH:14]=[CH:13][C:7]=1[C:8]([O:10]CC)=O)[CH3:2].[H-].[Na+].[F:20][C:21]1[CH:30]=[C:29]([I:31])[CH:28]=[CH:27][C:22]=1[N:23]=[C:24]=[N:25][CH3:26], predict the reaction product. The product is: [F:20][C:21]1[CH:30]=[C:29]([I:31])[CH:28]=[CH:27][C:22]=1[NH:23][C:24]1[N:25]([CH3:26])[C:8](=[O:10])[C:7]2[CH:13]=[CH:14][CH:15]=[N:16][C:6]=2[C:5]=1[C:4]([O:3][CH2:1][CH3:2])=[O:17]. (2) Given the reactants [NH2:1][C:2]1[CH:3]=[C:4]([C:20]2[N:21]=[C:22]([C:25]3[CH:30]=[CH:29][N:28]=[CH:27][CH:26]=3)[S:23][CH:24]=2)[C:5](=[O:19])[N:6](CC2C=CC(OC)=CC=2)[C:7]=1[CH2:8][CH3:9].[N:31]1([CH2:37][CH2:38][C:39](O)=[O:40])[CH2:36][CH2:35][CH2:34][CH2:33][CH2:32]1.COC1C=C(S)C=CC=1.C(O)(C(F)(F)F)=O, predict the reaction product. The product is: [CH2:8]([C:7]1[NH:6][C:5](=[O:19])[C:4]([C:20]2[N:21]=[C:22]([C:25]3[CH:26]=[CH:27][N:28]=[CH:29][CH:30]=3)[S:23][CH:24]=2)=[CH:3][C:2]=1[NH:1][C:39](=[O:40])[CH2:38][CH2:37][N:31]1[CH2:36][CH2:35][CH2:34][CH2:33][CH2:32]1)[CH3:9]. (3) Given the reactants [Br:1][C:2]1[CH:3]=[C:4]([CH2:14][O:15][C:16]2[CH:21]=[CH:20][C:19]([N+:22]([O-])=O)=[CH:18][CH:17]=2)[C:5]([O:12][CH3:13])=[C:6]([C:8]([CH3:11])([CH3:10])[CH3:9])[CH:7]=1.[NH4+].[Cl-], predict the reaction product. The product is: [Br:1][C:2]1[CH:7]=[C:6]([C:8]([CH3:11])([CH3:10])[CH3:9])[C:5]([O:12][CH3:13])=[C:4]([CH:3]=1)[CH2:14][O:15][C:16]1[CH:17]=[CH:18][C:19]([NH2:22])=[CH:20][CH:21]=1. (4) Given the reactants C([O:3][C:4](=[O:49])[CH:5]([NH:33][C:34]([C:36]1[CH:41]=[CH:40][CH:39]=[C:38]([C:42]2[CH:47]=[CH:46][C:45]([CH3:48])=[CH:44][CH:43]=2)[N:37]=1)=[O:35])[CH2:6][C:7]1[CH:12]=[CH:11][C:10]([C:13]2[N:17]=[C:16]([C:18]3[CH:23]=[CH:22][C:21]([NH:24][C:25]([O:27][C:28]([CH3:31])([CH3:30])[CH3:29])=[O:26])=[CH:20][CH:19]=3)[O:15][N:14]=2)=[C:9]([F:32])[CH:8]=1)C.C1(C)C=CC(C2N=C(C(O)=O)C=CC=2)=CC=1.C(OC(=O)C(N)CC1C=CC(C2N=C(C3C=CC(NC(OC(C)(C)C)=O)=CC=3)ON=2)=C(F)C=1)C.CN(C(ON1N=NC2C=CC=NC1=2)=[N+](C)C)C.F[P-](F)(F)(F)(F)F.CCN(CC)CC.C([O-])(O)=O.[Na+], predict the reaction product. The product is: [C:28]([O:27][C:25]([NH:24][C:21]1[CH:20]=[CH:19][C:18]([C:16]2[O:15][N:14]=[C:13]([C:10]3[CH:11]=[CH:12][C:7]([CH2:6][CH:5]([NH:33][C:34]([C:36]4[CH:41]=[CH:40][CH:39]=[C:38]([C:42]5[CH:47]=[CH:46][C:45]([CH3:48])=[CH:44][CH:43]=5)[N:37]=4)=[O:35])[C:4]([OH:49])=[O:3])=[CH:8][C:9]=3[F:32])[N:17]=2)=[CH:23][CH:22]=1)=[O:26])([CH3:31])([CH3:30])[CH3:29]. (5) Given the reactants [Na].[OH:2][CH2:3][CH:4]1[O:9][CH2:8][CH2:7][N:6]([C:10]2[N:11]=[C:12]([CH2:17][C:18]([OH:20])=O)[NH:13][C:14](=[O:16])[CH:15]=2)[CH2:5]1.Cl.CN(C)CCCN=C=NCC.[CH3:33][C@H:34]1[CH2:42][C:41]2[C:36](=[CH:37][CH:38]=[CH:39][CH:40]=2)[NH:35]1, predict the reaction product. The product is: [OH:2][CH2:3][CH:4]1[O:9][CH2:8][CH2:7][N:6]([C:10]2[N:11]=[C:12]([CH2:17][C:18]([N:35]3[C:36]4[C:41](=[CH:40][CH:39]=[CH:38][CH:37]=4)[CH2:42][C@@H:34]3[CH3:33])=[O:20])[NH:13][C:14](=[O:16])[CH:15]=2)[CH2:5]1. (6) Given the reactants N[C:2]1[CH:7]=[C:6]([CH3:8])[N:5]=[C:4]([O:9][CH2:10][CH2:11][CH2:12][CH3:13])[C:3]=1[C:14]1[CH:28]=[C:27]([Br:29])[CH:26]=[CH:25][C:15]=1[C:16]([N:18](C(C)C)C(C)C)=[O:17].C[Si]([N-][Si](C)(C)C)(C)C.[Na+], predict the reaction product. The product is: [Br:29][C:27]1[CH:26]=[CH:25][C:15]2[C:16](=[O:17])[NH:18][C:2]3[C:3]([C:14]=2[CH:28]=1)=[C:4]([O:9][CH2:10][CH2:11][CH2:12][CH3:13])[N:5]=[C:6]([CH3:8])[CH:7]=3. (7) Given the reactants Br[C:2]1[C:10]2[N:9]3[CH2:11][CH2:12][NH:13][C:14](=[O:15])[C:8]3=[CH:7][C:6]=2[CH:5]=[C:4]([C:16]#[N:17])[CH:3]=1.[C:18]([C:22]1[CH:27]=[CH:26][C:25](B(O)O)=[CH:24][CH:23]=1)([CH3:21])([CH3:20])[CH3:19], predict the reaction product. The product is: [C:18]([C:22]1[CH:27]=[CH:26][C:25]([C:2]2[C:10]3[N:9]4[CH2:11][CH2:12][NH:13][C:14](=[O:15])[C:8]4=[CH:7][C:6]=3[CH:5]=[C:4]([C:16]#[N:17])[CH:3]=2)=[CH:24][CH:23]=1)([CH3:21])([CH3:20])[CH3:19].